Dataset: Full USPTO retrosynthesis dataset with 1.9M reactions from patents (1976-2016). Task: Predict the reactants needed to synthesize the given product. (1) Given the product [CH2:39]([C:45]1[CH:50]=[CH:49][C:48]([O:60][C:58]([C@H:55]2[CH2:56][CH2:57][C@H:52]([C:61]([O:38][C:35]3[CH:34]=[CH:33][C:32]([CH2:31][CH2:30][CH2:29][CH2:28][CH2:27][CH2:26][CH2:25][CH2:24][CH2:23][CH2:22][CH2:21][O:20][C:16](=[O:19])[CH:17]=[CH2:18])=[CH:37][CH:36]=3)=[O:62])[CH2:53][CH2:54]2)=[O:59])=[CH:47][CH:46]=1)[CH2:40][CH2:41][CH2:42][CH2:43][CH3:44], predict the reactants needed to synthesize it. The reactants are: C1(N=C=NC2CCCCC2)CCCCC1.[C:16]([O:20][CH2:21][CH2:22][CH2:23][CH2:24][CH2:25][CH2:26][CH2:27][CH2:28][CH2:29][CH2:30][CH2:31][C:32]1[CH:37]=[CH:36][C:35]([OH:38])=[CH:34][CH:33]=1)(=[O:19])[CH:17]=[CH2:18].[CH2:39]([C:45]1[CH:50]=[CH:49][CH:48]=[CH:47][C:46]=1O)[CH2:40][CH2:41][CH2:42][CH2:43][CH3:44].[C@H:52]1([C:61](O)=[O:62])[CH2:57][CH2:56][C@H:55]([C:58]([OH:60])=[O:59])[CH2:54][CH2:53]1. (2) Given the product [ClH:22].[N:19]1[CH:20]=[CH:21][C:16]([CH2:15][CH2:14][N:11]2[CH2:12][CH2:13][NH:8][CH2:9][CH2:10]2)=[CH:17][CH:18]=1, predict the reactants needed to synthesize it. The reactants are: C([N:8]1[CH2:13][CH2:12][N:11]([CH2:14][CH2:15][C:16]2[CH:21]=[CH:20][N:19]=[CH:18][CH:17]=2)[CH2:10][CH2:9]1)(OC(C)(C)C)=O.[ClH:22]. (3) Given the product [Cl:20][C:21]1[CH:37]=[C:36]2[C:24]([C:25](=[O:26])[N:27]([CH2:34][CH3:35])[C:28]3[CH:33]=[CH:32][CH:31]=[CH:30][C:29]=32)=[CH:23][CH:22]=1, predict the reactants needed to synthesize it. The reactants are: C1(P(C2C=CC=CC=2)C2C=CC=CC=2)C=CC=CC=1.[Cl:20][C:21]1[CH:37]=[CH:36][C:24]([C:25]([N:27]([CH2:34][CH3:35])[C:28]2[CH:33]=[CH:32][CH:31]=[CH:30][CH:29]=2)=[O:26])=[C:23](I)[CH:22]=1. (4) Given the product [C:1]([C:5]1[O:9][N:8]=[C:7]([NH:10][C:11]([NH:13][C:14]2[CH:19]=[CH:18][CH:17]=[C:16]([O:20][C:21]3[C:30]4[C:25](=[CH:26][C:27]([O:35][CH3:36])=[C:28]([O:31][CH2:32][CH2:33][N:43]5[CH2:44][CH2:45][N:40]([CH2:39][CH2:38][OH:37])[CH2:41][CH2:42]5)[CH:29]=4)[N:24]=[CH:23][N:22]=3)[CH:15]=2)=[O:12])[CH:6]=1)([CH3:4])([CH3:3])[CH3:2], predict the reactants needed to synthesize it. The reactants are: [C:1]([C:5]1[O:9][N:8]=[C:7]([NH:10][C:11]([NH:13][C:14]2[CH:19]=[CH:18][CH:17]=[C:16]([O:20][C:21]3[C:30]4[C:25](=[CH:26][C:27]([O:35][CH3:36])=[C:28]([O:31][CH2:32][CH2:33]Cl)[CH:29]=4)[N:24]=[CH:23][N:22]=3)[CH:15]=2)=[O:12])[CH:6]=1)([CH3:4])([CH3:3])[CH3:2].[OH:37][CH2:38][CH2:39][N:40]1[CH2:45][CH2:44][NH:43][CH2:42][CH2:41]1. (5) Given the product [NH2:5][CH:6]([C:14]1[CH:9]=[CH:10][CH:11]=[C:12]([O:15][CH:16]([CH3:17])[CH3:18])[CH:13]=1)[CH2:7][C:8]([OH:19])=[O:25], predict the reactants needed to synthesize it. The reactants are: FC(F)(F)C([NH:5][C@@H:6]1[C:14]2[C:9](=[CH:10][CH:11]=[C:12]([O:15][CH:16]([CH3:18])[CH3:17])[CH:13]=2)[C@H:8]([OH:19])[CH2:7]1)=O.C([O:25]C1C=C(C=CC=1)C=O)(C)C.C(O)(=O)CC(O)=O.C([O-])(=O)C.[NH4+]. (6) Given the product [N:40]1([CH2:39][C:36]2[CH:37]=[CH:38][C:33]([CH2:32][N:30]3[CH:31]=[C:24]4[C:25]([N:26]=[CH:27][N:28]=[C:23]4[NH:12][CH2:11][C:7]4[CH:6]=[C:5]5[C:10](=[CH:9][CH:8]=4)[CH2:1][NH:2][CH2:3][CH2:4]5)=[N:29]3)=[CH:34][CH:35]=2)[CH:44]=[CH:43][CH:42]=[N:41]1, predict the reactants needed to synthesize it. The reactants are: [CH2:1]1[C:10]2[C:5](=[CH:6][C:7]([CH2:11][NH2:12])=[CH:8][CH:9]=2)[CH2:4][CH2:3][NH:2]1.CCN(C(C)C)C(C)C.Cl[C:23]1[C:24]2[C:25](=[N:29][N:30]([CH2:32][C:33]3[CH:38]=[CH:37][C:36]([CH2:39][N:40]4[CH:44]=[CH:43][CH:42]=[N:41]4)=[CH:35][CH:34]=3)[CH:31]=2)[N:26]=[CH:27][N:28]=1. (7) Given the product [CH3:31][C:25]1[CH:26]=[CH:27][CH:28]=[C:16]([CH3:17])[C:30]=1[C:2]1[N:3]=[N:4][C:5]([O:8][CH3:9])=[CH:6][CH:7]=1, predict the reactants needed to synthesize it. The reactants are: Cl[C:2]1[N:3]=[N:4][C:5]([O:8][CH3:9])=[CH:6][CH:7]=1.C(=O)([O-])[O-].[Na+].[Na+].[CH2:16](O)[CH3:17].CCOC(C)=O.[C:25]1([CH3:31])[CH:30]=C[CH:28]=[CH:27][CH:26]=1. (8) Given the product [CH2:31]([C:28]1[O:29][C:30]2[C:22]([C:9]3[CH:10]=[C:11]4[C:16](=[CH:17][CH:18]=3)[NH:15][C:14](=[O:19])[CH:13]=[CH:12]4)=[CH:23][CH:24]=[C:25]([O:33][CH3:34])[C:26]=2[N:27]=1)[CH3:32], predict the reactants needed to synthesize it. The reactants are: CC1(C)C(C)(C)OB([C:9]2[CH:10]=[C:11]3[C:16](=[CH:17][CH:18]=2)[NH:15][C:14](=[O:19])[CH:13]=[CH:12]3)O1.Br[C:22]1[C:30]2[O:29][C:28]([CH2:31][CH3:32])=[N:27][C:26]=2[C:25]([O:33][CH3:34])=[CH:24][CH:23]=1.